This data is from Reaction yield outcomes from USPTO patents with 853,638 reactions. The task is: Predict the reaction yield, written as a fraction of the theoretical maximum amount of product (1.0 means a 100% yield; for example, 0.34 means a 34% yield). The reactants are [OH:1][C:2]1[CH:9]=[C:8]([O:10][CH3:11])[C:7](B2OC(C)(C)C(C)(C)O2)=[CH:6][C:3]=1[CH:4]=[O:5].Cl[C:22]1[N:23]=[N:24][C:25]([O:28][CH:29]2[CH2:34][C:33]([CH3:36])([CH3:35])[NH:32][C:31]([CH3:38])([CH3:37])[CH2:30]2)=[CH:26][CH:27]=1. No catalyst specified. The product is [OH:1][C:2]1[CH:9]=[C:8]([O:10][CH3:11])[C:7]([C:22]2[N:23]=[N:24][C:25]([O:28][CH:29]3[CH2:34][C:33]([CH3:36])([CH3:35])[NH:32][C:31]([CH3:38])([CH3:37])[CH2:30]3)=[CH:26][CH:27]=2)=[CH:6][C:3]=1[CH:4]=[O:5]. The yield is 0.530.